This data is from Catalyst prediction with 721,799 reactions and 888 catalyst types from USPTO. The task is: Predict which catalyst facilitates the given reaction. (1) Reactant: [Cl:1][C:2]1[CH:3]=[C:4]([C:11]2[CH:15]=[CH:14][N:13]([CH2:16][C@@H:17]([NH:19][C:20]([C:22]3[NH:26][N:25]=[C:24]([C:27]4[N:28]=[CH:29][N:30](C(C5C=CC=CC=5)(C5C=CC=CC=5)C5C=CC=CC=5)[CH:31]=4)[CH:23]=3)=[O:21])[CH3:18])[N:12]=2)[CH:5]=[C:6]([F:10])[C:7]=1[C:8]#[N:9].C(O)=O.C1COCC1. Product: [Cl:1][C:2]1[CH:3]=[C:4]([C:11]2[CH:15]=[CH:14][N:13]([CH2:16][C@@H:17]([NH:19][C:20]([C:22]3[NH:26][N:25]=[C:24]([C:27]4[N:28]=[CH:29][NH:30][CH:31]=4)[CH:23]=3)=[O:21])[CH3:18])[N:12]=2)[CH:5]=[C:6]([F:10])[C:7]=1[C:8]#[N:9]. The catalyst class is: 6. (2) Reactant: [F:1][C:2]1[CH:27]=[CH:26][C:5]([CH2:6][NH:7][C:8]([C:10]2[C:15]([OH:16])=[C:14]([OH:17])[N:13]=[C:12]([C:18]([NH:21][CH2:22][CH2:23][CH2:24]O)([CH3:20])[CH3:19])[N:11]=2)=[O:9])=[CH:4][CH:3]=1.C1(P(C2C=CC=CC=2)C2C=CC=CC=2)C=CC=CC=1.CCOC(/N=N/C(OCC)=O)=O. Product: [F:1][C:2]1[CH:27]=[CH:26][C:5]([CH2:6][NH:7][C:8]([C:10]2[N:11]=[C:12]3[C:18]([CH3:20])([CH3:19])[NH:21][CH2:22][CH2:23][CH2:24][N:13]3[C:14](=[O:17])[C:15]=2[OH:16])=[O:9])=[CH:4][CH:3]=1. The catalyst class is: 1.